Dataset: Forward reaction prediction with 1.9M reactions from USPTO patents (1976-2016). Task: Predict the product of the given reaction. (1) Given the reactants C([O:3][C:4]([C:6]1[CH:7]([C:26]([F:29])([F:28])[F:27])[O:8][C:9]2[C:14]([CH:15]=1)=[CH:13][C:12]([Cl:16])=[CH:11][C:10]=2[C:17]#[C:18][C:19]1[CH:24]=[CH:23][C:22]([CH3:25])=[CH:21][CH:20]=1)=[O:5])C.C1COCC1.CCO.O.O[Li].O.Cl, predict the reaction product. The product is: [Cl:16][C:12]1[CH:13]=[C:14]2[C:9](=[C:10]([C:17]#[C:18][C:19]3[CH:20]=[CH:21][C:22]([CH3:25])=[CH:23][CH:24]=3)[CH:11]=1)[O:8][CH:7]([C:26]([F:29])([F:27])[F:28])[C:6]([C:4]([OH:5])=[O:3])=[CH:15]2. (2) Given the reactants [C:1]([C:3]1[CH:4]=[N:5][N:6]2[C:11]([C:12]([F:15])([F:14])[F:13])=[CH:10][C:9]([C:16]3[CH:21]=[CH:20][C:19]([C:22]([F:25])([F:24])[F:23])=[CH:18][CH:17]=3)=[N:8][C:7]=12)#[CH:2].Br[C:27]1[CH:28]=[C:29]([NH2:33])[CH:30]=[N:31][CH:32]=1, predict the reaction product. The product is: [F:15][C:12]([F:14])([F:13])[C:11]1[N:6]2[N:5]=[CH:4][C:3]([C:1]#[C:2][C:27]3[CH:28]=[C:29]([NH2:33])[CH:30]=[N:31][CH:32]=3)=[C:7]2[N:8]=[C:9]([C:16]2[CH:21]=[CH:20][C:19]([C:22]([F:25])([F:24])[F:23])=[CH:18][CH:17]=2)[CH:10]=1. (3) Given the reactants [CH2:1]([N:3]1[C:12]2[C:11](=[N:13][C:14]#[N:15])[NH:10][CH2:9][C:8]([C:16]3[CH:21]=[CH:20][C:19]([O:22]C)=[CH:18][CH:17]=3)=[N:7][C:6]=2[C:5]([CH3:24])=[N:4]1)[CH3:2].B(Br)(Br)Br, predict the reaction product. The product is: [CH2:1]([N:3]1[C:12]2[C:11](=[N:13][C:14]#[N:15])[NH:10][CH2:9][C:8]([C:16]3[CH:17]=[CH:18][C:19]([OH:22])=[CH:20][CH:21]=3)=[N:7][C:6]=2[C:5]([CH3:24])=[N:4]1)[CH3:2]. (4) Given the reactants [CH3:1][O:2][C:3](=[O:23])[C@@H:4]([N:11]1[C:20](=[O:21])[C:19]2[C:14](=[CH:15][CH:16]=[CH:17][CH:18]=2)[NH:13][C:12]1=[O:22])[C:5]1[CH:10]=[CH:9][CH:8]=[CH:7][CH:6]=1.[I-].[CH3:25][N:26]1[C:34]2[C:29](=[C:30]([CH3:35])[CH:31]=[CH:32][CH:33]=2)[C:28]([CH2:36][N+](C)(C)C)=[CH:27]1.C([O-])([O-])=O.[K+].[K+].CCOC(C)=O, predict the reaction product. The product is: [CH3:1][O:2][C:3](=[O:23])[C@@H:4]([N:11]1[C:20](=[O:21])[C:19]2[C:14](=[CH:15][CH:16]=[CH:17][CH:18]=2)[N:13]([CH2:36][C:28]2[C:29]3[C:34](=[CH:33][CH:32]=[CH:31][C:30]=3[CH3:35])[N:26]([CH3:25])[CH:27]=2)[C:12]1=[O:22])[C:5]1[CH:6]=[CH:7][CH:8]=[CH:9][CH:10]=1. (5) Given the reactants [C:1]([C:3]1[CH:4]=[CH:5][C:6]2[O:15][CH2:14][CH2:13][C:12]3[CH:11]=[C:10]([C:16]([OH:18])=O)[S:9][C:8]=3[C:7]=2[CH:19]=1)#[N:2].C(Cl)(=O)C(Cl)=O.[Cl:26][C:27]1[CH:34]=[C:33]([Cl:35])[CH:32]=[CH:31][C:28]=1[NH:29][CH3:30].C(=O)([O-])[O-].[K+].[K+], predict the reaction product. The product is: [C:1]([C:3]1[CH:4]=[CH:5][C:6]2[O:15][CH2:14][CH2:13][C:12]3[CH:11]=[C:10]([C:16]([N:29]([C:28]4[CH:31]=[CH:32][C:33]([Cl:35])=[CH:34][C:27]=4[Cl:26])[CH3:30])=[O:18])[S:9][C:8]=3[C:7]=2[CH:19]=1)#[N:2]. (6) Given the reactants [Li+].[Br-:2].C(ON=O)(C)(C)C.N[C:11]1[C:12]([O:29][CH3:30])=[N:13][CH:14]=[C:15]([CH2:27][OH:28])[C:16]=1[O:17][C:18]1[CH:19]=[C:20]([CH:23]=[C:24]([Cl:26])[CH:25]=1)[C:21]#[N:22].Br, predict the reaction product. The product is: [Br:2][C:11]1[C:12]([O:29][CH3:30])=[N:13][CH:14]=[C:15]([CH2:27][OH:28])[C:16]=1[O:17][C:18]1[CH:19]=[C:20]([CH:23]=[C:24]([Cl:26])[CH:25]=1)[C:21]#[N:22]. (7) Given the reactants C(O[BH-](OC(=O)C)OC(=O)C)(=O)C.[Na+].[CH3:15][NH2:16].C(O)C.[Cl:20][C:21]1[CH:22]=[CH:23][C:24]([O:44][CH2:45][CH:46]([CH3:48])[CH3:47])=[C:25]([CH2:27][C:28]2[O:32][C:31]([C:33]3[NH:37][C:36]4[CH:38]=[CH:39][C:40]([CH:42]=O)=[CH:41][C:35]=4[N:34]=3)=[CH:30][CH:29]=2)[CH:26]=1.[BH4-].[Na+], predict the reaction product. The product is: [ClH:20].[ClH:20].[Cl:20][C:21]1[CH:22]=[CH:23][C:24]([O:44][CH2:45][CH:46]([CH3:48])[CH3:47])=[C:25]([CH2:27][C:28]2[O:32][C:31]([C:33]3[NH:37][C:36]4[CH:38]=[CH:39][C:40]([CH2:42][NH:16][CH3:15])=[CH:41][C:35]=4[N:34]=3)=[CH:30][CH:29]=2)[CH:26]=1.